This data is from Forward reaction prediction with 1.9M reactions from USPTO patents (1976-2016). The task is: Predict the product of the given reaction. (1) Given the reactants Cl.Cl.[NH2:3][CH2:4][C@@:5]1([OH:13])[CH:10]2[CH2:11][CH2:12][N:7]([CH2:8][CH2:9]2)[CH2:6]1.C([O-])([O-])=O.[Cs+].[Cs+].[N:20]([C:23]1[CH:28]=[C:27]([O:29][CH3:30])[N:26]=[CH:25][N:24]=1)=[C:21]=S.C(N=C=NC(C)C)(C)C, predict the reaction product. The product is: [CH3:30][O:29][C:27]1[N:26]=[CH:25][N:24]=[C:23]([NH:20][C:21]2[O:13][C@:5]3([CH2:4][N:3]=2)[CH:10]2[CH2:9][CH2:8][N:7]([CH2:12][CH2:11]2)[CH2:6]3)[CH:28]=1. (2) The product is: [CH2:8]([CH:9]([CH2:10][CH3:11])[CH2:18][O:20][C:19]([CH:13]1[CH2:12][CH:11]2[CH:16]([CH2:17][CH2:18][CH:9]([CH2:8][CH2:7][C:6]3[NH:2][N:3]=[N:4][N:5]=3)[CH2:10]2)[CH2:15][NH:14]1)=[O:21])[CH3:7]. Given the reactants O.[NH:2]1[C:6]([CH2:7][CH2:8][CH:9]2[CH2:18][CH2:17][CH:16]3[CH:11]([CH2:12][CH:13]([C:19]([OH:21])=[O:20])[NH:14][CH2:15]3)[CH2:10]2)=[N:5][N:4]=[N:3]1.S(Cl)(Cl)=O, predict the reaction product. (3) Given the reactants [Cl:1][C:2]1[CH:3]=[CH:4][C:5]2[C:6]3[N:25]=[C:24]4[C:19]([CH:20]=[CH:21][CH:22]=[CH:23]4)=[C:8]4[CH:9]=[C:10]([O:17]C)[CH:11]=[C:12]([N:13]([CH3:16])[C:14]=2[CH:15]=1)[C:7]=34.ClC1C=CC2C3N=C4C(C=CC=C4)=C4C=C(OC)C=C(NC=2C=1)C=34.[Cl-].[Al+3].[Cl-].[Cl-], predict the reaction product. The product is: [Cl:1][C:2]1[CH:3]=[CH:4][C:5]2[C:6]3[N:25]=[C:24]4[C:19]([CH:20]=[CH:21][CH:22]=[CH:23]4)=[C:8]4[CH:9]=[C:10]([OH:17])[CH:11]=[C:12]([N:13]([CH3:16])[C:14]=2[CH:15]=1)[C:7]=34.